This data is from Reaction yield outcomes from USPTO patents with 853,638 reactions. The task is: Predict the reaction yield, written as a fraction of the theoretical maximum amount of product (1.0 means a 100% yield; for example, 0.34 means a 34% yield). (1) The reactants are [N+:1]([C:4]1[CH:5]=[N:6][CH:7]=[CH:8][C:9]=1Cl)([O-:3])=[O:2].[NH:11]1[CH2:16][CH2:15][CH2:14][CH2:13][CH2:12]1. The catalyst is C(O)C. The product is [N+:1]([C:4]1[CH:5]=[N:6][CH:7]=[CH:8][C:9]=1[N:11]1[CH2:16][CH2:15][CH2:14][CH2:13][CH2:12]1)([O-:3])=[O:2]. The yield is 1.00. (2) The reactants are [Br:1][C:2]1[S:18][C:5]2[C:6](=[O:17])[NH:7][CH2:8][CH:9]([C:10]3[CH:15]=[CH:14][C:13]([Cl:16])=[CH:12][CH:11]=3)[C:4]=2[CH:3]=1.[CH3:19]N(C)C=O.[H-].[Na+].CI. No catalyst specified. The product is [Br:1][C:2]1[S:18][C:5]2[C:6](=[O:17])[N:7]([CH3:19])[CH2:8][CH:9]([C:10]3[CH:11]=[CH:12][C:13]([Cl:16])=[CH:14][CH:15]=3)[C:4]=2[CH:3]=1. The yield is 0.780. (3) The reactants are [C:1](Cl)(=[O:6])[C:2](C)(C)[CH3:3].C(N([CH2:13][CH3:14])CC)C.Cl.[CH3:16][O:17][C:18](=[O:28])[C@H:19]([CH2:21][C:22]1[CH:27]=[CH:26][CH:25]=[CH:24][CH:23]=1)[NH2:20].[O:29]1CC[CH2:31][CH2:30]1. No catalyst specified. The product is [CH3:16][O:17][C:18](=[O:28])[C@@H:19]([NH:20][C:30]([C@@H:31]1[C@@H:1]([CH2:2][CH2:3][CH2:13][CH3:14])[O:6]1)=[O:29])[CH2:21][C:22]1[CH:27]=[CH:26][CH:25]=[CH:24][CH:23]=1. The yield is 1.00. (4) The catalyst is C(Cl)Cl. The product is [ClH:1].[NH2:12][CH:33]1[CH2:32][CH2:31][CH2:30][CH2:29][N:28]1[C:21]1[C:22]2[O:26][CH:25]=[CH:24][C:23]=2[CH:27]=[C:19]([NH:18][S:8]([C:3]2[CH:4]=[CH:5][CH:6]=[CH:7][C:2]=2[Cl:1])(=[O:10])=[O:9])[CH:20]=1. The yield is 0.500. The reactants are [Cl:1][C:2]1[CH:7]=[CH:6][CH:5]=[CH:4][C:3]=1[S:8](Cl)(=[O:10])=[O:9].[N:12]1C=CC=CC=1.[NH2:18][C:19]1[CH:20]=[C:21]([N:28]2[CH2:33][CH2:32][CH:31](NC(=O)OC(C)(C)C)[CH2:30][CH2:29]2)[C:22]2[O:26][CH:25]=[CH:24][C:23]=2[CH:27]=1. (5) The reactants are [C:1]([C:3]1[CH:4]=[C:5]2[C:10](=[CH:11][CH:12]=1)[N:9]([C:13]1[C:14]([C:27]3[CH:32]=[CH:31][C:30]([F:33])=[CH:29][CH:28]=3)=[N:15][C:16]3[C:21]([N:22]=1)=[CH:20][C:19]([C:23]([O:25]C)=[O:24])=[CH:18][CH:17]=3)[CH2:8][CH2:7][CH2:6]2)#[N:2].[OH:34]O.[OH-].[Na+]. The catalyst is CS(C)=O.CCO. The product is [C:1]([C:3]1[CH:4]=[C:5]2[C:10](=[CH:11][CH:12]=1)[N:9]([C:13]1[C:14]([C:27]3[CH:32]=[CH:31][C:30]([F:33])=[CH:29][CH:28]=3)=[N:15][C:16]3[C:21]([N:22]=1)=[CH:20][C:19]([C:23]([OH:25])=[O:24])=[CH:18][CH:17]=3)[CH2:8][CH2:7][CH2:6]2)(=[O:34])[NH2:2]. The yield is 0.870.